This data is from Catalyst prediction with 721,799 reactions and 888 catalyst types from USPTO. The task is: Predict which catalyst facilitates the given reaction. (1) Reactant: [CH2:1]([C:3]1([CH2:10][CH3:11])[CH2:8]OS(=O)O[CH2:4]1)[CH3:2].[C-:12]#[N:13].[Na+].[OH2:15]. Product: [CH2:1]([C:3]([CH2:8][OH:15])([CH2:10][CH3:11])[CH2:4][C:12]#[N:13])[CH3:2]. The catalyst class is: 16. (2) Reactant: Br[CH2:2][C:3]1[N:4]=[CH:5][O:6][C:7]=1[C:8]1[CH:13]=[CH:12][CH:11]=[CH:10][CH:9]=1.[C-:14]#[N:15].[Na+]. Product: [C:8]1([C:7]2[O:6][CH:5]=[N:4][C:3]=2[CH2:2][C:14]#[N:15])[CH:13]=[CH:12][CH:11]=[CH:10][CH:9]=1. The catalyst class is: 18. (3) Reactant: [Cl:1][C:2]1[C:7]([CH:8]=[N:9][OH:10])=[C:6]([F:11])[C:5]([CH3:12])=[CH:4][CH:3]=1.CC1C=CC(S(NCl)(=O)=O)=CC=1.[Br:25][C:26]#[C:27][C@@H:28]1[C@:33]([C:35]2[CH:40]=[CH:39][C:38]([F:41])=[C:37]([F:42])[CH:36]=2)([OH:34])[CH2:32][CH2:31][N:30]([C:43]([O:45][C:46]([CH3:49])([CH3:48])[CH3:47])=[O:44])[CH2:29]1. Product: [Br:25][C:26]1[C:8]([C:7]2[C:2]([Cl:1])=[CH:3][CH:4]=[C:5]([CH3:12])[C:6]=2[F:11])=[N:9][O:10][C:27]=1[C@@H:28]1[C@:33]([C:35]2[CH:40]=[CH:39][C:38]([F:41])=[C:37]([F:42])[CH:36]=2)([OH:34])[CH2:32][CH2:31][N:30]([C:43]([O:45][C:46]([CH3:49])([CH3:48])[CH3:47])=[O:44])[CH2:29]1. The catalyst class is: 5. (4) Reactant: C([O-])(=O)C.[O:5]=[C:6]1[C@@H:9]([NH3+:10])[CH2:8][NH:7]1.CCN(C(C)C)C(C)C.[CH:20]1([CH2:26][CH2:27][CH2:28][O:29][C:30](N2C=CC=CC2=O)=[O:31])[CH2:25][CH2:24][CH2:23][CH2:22][CH2:21]1. Product: [CH:20]1([CH2:26][CH2:27][CH2:28][O:29][C:30](=[O:31])[NH:10][C@H:9]2[CH2:8][NH:7][C:6]2=[O:5])[CH2:25][CH2:24][CH2:23][CH2:22][CH2:21]1. The catalyst class is: 2. (5) Reactant: [CH3:1][O:2][CH2:3][CH2:4][O:5][C:6]1[CH:11]=[C:10]([O:12][C:13]2[CH:18]=[CH:17][C:16]([C:19]([F:22])([F:21])[F:20])=[CH:15][N:14]=2)[CH:9]=[CH:8][C:7]=1[CH2:23][CH2:24][CH2:25][OH:26].O[C:28]1[CH:32]=[C:31]([CH2:33][CH2:34][C:35]([O:37]CC)=[O:36])[N:30]([CH3:40])[N:29]=1.C(P(CCCC)CCCC)CCC.N(C(N1CCCCC1)=O)=NC(N1CCCCC1)=O.O1CCCC1CO.[OH-].[Na+].Cl. Product: [CH3:1][O:2][CH2:3][CH2:4][O:5][C:6]1[CH:11]=[C:10]([O:12][C:13]2[CH:18]=[CH:17][C:16]([C:19]([F:20])([F:21])[F:22])=[CH:15][N:14]=2)[CH:9]=[CH:8][C:7]=1[CH2:23][CH2:24][CH2:25][O:26][C:28]1[CH:32]=[C:31]([CH2:33][CH2:34][C:35]([OH:37])=[O:36])[N:30]([CH3:40])[N:29]=1. The catalyst class is: 7. (6) Reactant: [F:1][C:2]([F:24])([F:23])[C:3]1[CH:8]=[CH:7][C:6]([C:9]2[NH:10][C:11]([CH3:22])=[C:12]([CH2:14][N:15]3[CH2:20][CH2:19][C:18](=O)[CH2:17][CH2:16]3)[N:13]=2)=[CH:5][CH:4]=1.[CH2:25]([NH2:32])[C:26]1[CH:31]=[CH:30][CH:29]=[CH:28][CH:27]=1.C(O[BH-](OC(=O)C)OC(=O)C)(=O)C.[Na+].C(O)(=O)C. Product: [CH2:25]([NH:32][CH:18]1[CH2:19][CH2:20][N:15]([CH2:14][C:12]2[N:13]=[C:9]([C:6]3[CH:7]=[CH:8][C:3]([C:2]([F:24])([F:23])[F:1])=[CH:4][CH:5]=3)[NH:10][C:11]=2[CH3:22])[CH2:16][CH2:17]1)[C:26]1[CH:31]=[CH:30][CH:29]=[CH:28][CH:27]=1. The catalyst class is: 4. (7) Reactant: [CH3:1][N:2]1[CH2:7][CH2:6][N:5]([C:8]2[N:13]=[C:12]([OH:14])[C:11]([N+:15]([O-])=O)=[CH:10][CH:9]=2)[CH2:4][CH2:3]1.FC(F)(F)C(O)=O.C(N(CC)CC)C. Product: [NH2:15][C:11]1[C:12]([OH:14])=[N:13][C:8]([N:5]2[CH2:6][CH2:7][N:2]([CH3:1])[CH2:3][CH2:4]2)=[CH:9][CH:10]=1. The catalyst class is: 8.